This data is from Full USPTO retrosynthesis dataset with 1.9M reactions from patents (1976-2016). The task is: Predict the reactants needed to synthesize the given product. (1) Given the product [C:26]([O:30][C:31]([NH:33][C:34]1[O:42][C:41]2[C:36](=[N:37][CH:38]=[C:39]([CH3:43])[CH:40]=2)[C:35]=1[C:44]([NH:1][C:2]1[CH:3]=[N:4][CH:5]=[CH:6][C:7]=1[N:8]1[CH2:13][C@H:12]([C:14]([F:16])([F:15])[F:17])[CH2:11][C@H:10]([NH:18][C:19](=[O:25])[O:20][C:21]([CH3:22])([CH3:24])[CH3:23])[CH2:9]1)=[O:45])=[O:32])([CH3:29])([CH3:27])[CH3:28], predict the reactants needed to synthesize it. The reactants are: [NH2:1][C:2]1[CH:3]=[N:4][CH:5]=[CH:6][C:7]=1[N:8]1[CH2:13][C@H:12]([C:14]([F:17])([F:16])[F:15])[CH2:11][C@H:10]([NH:18][C:19](=[O:25])[O:20][C:21]([CH3:24])([CH3:23])[CH3:22])[CH2:9]1.[C:26]([O:30][C:31]([NH:33][C:34]1[O:42][C:41]2[C:36](=[N:37][CH:38]=[C:39]([CH3:43])[CH:40]=2)[C:35]=1[C:44](O)=[O:45])=[O:32])([CH3:29])([CH3:28])[CH3:27].CCN(C(C)C)C(C)C.CN(C(ON1N=NC2C=CC=NC1=2)=[N+](C)C)C.F[P-](F)(F)(F)(F)F. (2) The reactants are: Cl[C:2]1[C:7]([CH:8]=[O:9])=[C:6]([O:10][CH3:11])[CH:5]=[CH:4][N:3]=1.[CH3:12][O-:13].[Na+]. Given the product [CH3:12][O:13][C:2]1[C:7]([CH:8]=[O:9])=[C:6]([O:10][CH3:11])[CH:5]=[CH:4][N:3]=1, predict the reactants needed to synthesize it. (3) Given the product [CH3:26][O:25][CH:14]([O:13][CH3:12])[C:15]1[N:24]=[C:23]2[C:18]([CH2:19][CH2:20][CH2:21][N:22]2[C:1]([NH:35][C:32]2[CH:31]=[CH:30][C:29]([C:28]([F:36])([F:27])[F:37])=[CH:34][N:33]=2)=[O:2])=[CH:17][CH:16]=1, predict the reactants needed to synthesize it. The reactants are: [C:1](Cl)(Cl)=[O:2].C(N(CC)CC)C.[CH3:12][O:13][CH:14]([O:25][CH3:26])[C:15]1[N:24]=[C:23]2[C:18]([CH2:19][CH2:20][CH2:21][NH:22]2)=[CH:17][CH:16]=1.[F:27][C:28]([F:37])([F:36])[C:29]1[CH:30]=[CH:31][C:32]([NH2:35])=[N:33][CH:34]=1. (4) Given the product [Br:1][C:2]1[CH:3]=[CH:4][C:5]([C:8](=[O:13])[C:10]([CH3:11])([N:15]2[CH2:20][CH2:19][O:18][CH2:17][CH2:16]2)[CH3:12])=[CH:6][CH:7]=1, predict the reactants needed to synthesize it. The reactants are: [Br:1][C:2]1[CH:7]=[CH:6][C:5]([C:8]2([O:13]C)[C:10]([CH3:12])([CH3:11])O2)=[CH:4][CH:3]=1.[NH:15]1[CH2:20][CH2:19][O:18][CH2:17][CH2:16]1. (5) Given the product [Cl:1][C:2]1[CH:7]=[CH:6][C:5]([NH:8][C:9]([N:11]2[CH2:12][CH2:13][CH2:14][CH2:15]2)=[O:10])=[CH:4][C:3]=1[C:16]1[N:17]=[C:18]2[N:23]=[CH:22][C:21]([NH:24][C:25](=[O:30])[O:26][CH:27]([CH3:28])[CH3:29])=[CH:20][N:19]2[C:31]=1[F:33], predict the reactants needed to synthesize it. The reactants are: [Cl:1][C:2]1[CH:7]=[CH:6][C:5]([NH:8][C:9]([N:11]2[CH2:15][CH2:14][CH2:13][CH2:12]2)=[O:10])=[CH:4][C:3]=1[C:16]1[N:17]=[C:18]2[N:23]=[CH:22][C:21]([NH:24][C:25](=[O:30])[O:26][CH:27]([CH3:29])[CH3:28])=[CH:20][N:19]2[CH:31]=1.[B-](F)(F)(F)[F:33].[B-](F)(F)(F)F.C1[N+]2(CCl)CC[N+](F)(CC2)C1. (6) The reactants are: C([N:8]1[CH2:13][CH2:12][N:11]([C:14]2([C:17]3[CH:22]=[CH:21][CH:20]=[CH:19][CH:18]=3)[CH2:16][CH2:15]2)[CH2:10][CH2:9]1)C1C=CC=CC=1.[Cl:23]C(OCCl)=O.CO. Given the product [C:17]1([C:14]2([N:11]3[CH2:10][CH2:9][NH:8][CH2:13][CH2:12]3)[CH2:15][CH2:16]2)[CH:22]=[CH:21][CH:20]=[CH:19][CH:18]=1.[ClH:23], predict the reactants needed to synthesize it. (7) Given the product [Br:3][C:4]1[CH:9]=[CH:8][C:7]([CH2:10][O:11][CH3:13])=[C:6]([F:12])[CH:5]=1, predict the reactants needed to synthesize it. The reactants are: [H-].[Na+].[Br:3][C:4]1[CH:9]=[CH:8][C:7]([CH2:10][OH:11])=[C:6]([F:12])[CH:5]=1.[CH3:13]I. (8) Given the product [CH3:17][CH:18]([CH3:23])[CH2:19][CH2:20][C:4]([C:5]1[CH:10]=[CH:9][C:8]([C:11]([F:14])([F:13])[F:12])=[CH:7][CH:6]=1)=[O:15], predict the reactants needed to synthesize it. The reactants are: CON(C)[C:4](=[O:15])[C:5]1[CH:10]=[CH:9][C:8]([C:11]([F:14])([F:13])[F:12])=[CH:7][CH:6]=1.[CH3:17][CH:18]([CH3:23])[CH2:19][CH2:20][Mg]Br. (9) Given the product [Br:1][C:2]1[CH:7]=[CH:6][C:5]([CH3:8])=[C:4]([CH:3]=1)[CH2:9][N:23]1[C:24]2[C:29](=[CH:28][CH:27]=[CH:26][CH:25]=2)[C:21]([C:18]2[CH:19]=[CH:20][C:15]([C:11]([CH3:14])([CH3:12])[CH3:13])=[CH:16][CH:17]=2)=[C:22]1[C:30]([O:32][CH2:33][CH3:34])=[O:31], predict the reactants needed to synthesize it. The reactants are: [Br:1][C:2]1[CH:7]=[CH:6][C:5]([CH3:8])=[C:4]([CH2:9]Cl)[CH:3]=1.[C:11]([C:15]1[CH:20]=[CH:19][C:18]([C:21]2[C:29]3[C:24](=[CH:25][CH:26]=[CH:27][CH:28]=3)[NH:23][C:22]=2[C:30]([O:32][CH2:33][CH3:34])=[O:31])=[CH:17][CH:16]=1)([CH3:14])([CH3:13])[CH3:12].C([O-])([O-])=O.[K+].[K+].CCOC(C)=O.